From a dataset of Reaction yield outcomes from USPTO patents with 853,638 reactions. Predict the reaction yield, written as a fraction of the theoretical maximum amount of product (1.0 means a 100% yield; for example, 0.34 means a 34% yield). The reactants are [NH2:1][C:2]1[CH:3]=[CH:4][CH:5]=[C:6]2[C:11]=1[CH:10]=[C:9]([OH:12])[CH:8]=[CH:7]2.[Si:13](Cl)([C:16]([CH3:19])([CH3:18])[CH3:17])([CH3:15])[CH3:14].N1C=CN=C1.Cl. The catalyst is CN(C)C=O.O. The product is [Si:13]([O:12][C:9]1[CH:8]=[CH:7][C:6]2[C:11](=[C:2]([NH2:1])[CH:3]=[CH:4][CH:5]=2)[CH:10]=1)([C:16]([CH3:19])([CH3:18])[CH3:17])([CH3:15])[CH3:14]. The yield is 0.800.